From a dataset of Forward reaction prediction with 1.9M reactions from USPTO patents (1976-2016). Predict the product of the given reaction. (1) The product is: [Si:1]([O:8][CH2:9][CH2:10][N:11]1[CH:15]=[C:14]([NH2:16])[CH:13]=[N:12]1)([C:4]([CH3:7])([CH3:5])[CH3:6])([CH3:3])[CH3:2]. Given the reactants [Si:1]([O:8][CH2:9][CH2:10][N:11]1[CH:15]=[C:14]([N+:16]([O-])=O)[CH:13]=[N:12]1)([C:4]([CH3:7])([CH3:6])[CH3:5])([CH3:3])[CH3:2], predict the reaction product. (2) The product is: [CH3:1][C:2]1[CH:7]=[CH:6][C:5]([C:8]2[O:9][C:10]([CH3:13])=[N:11][N:12]=2)=[CH:4][C:3]=1[C:14]1[CH:15]=[CH:16][C:17]([C:20]([NH:23][C:24]2[CH:40]=[CH:39][CH:38]=[C:26]([CH2:27][NH:28][C:29]([NH:31][C:32]3[CH:37]=[CH:36][CH:35]=[CH:34][CH:33]=3)=[O:30])[CH:25]=2)=[O:21])=[CH:18][CH:19]=1. Given the reactants [CH3:1][C:2]1[CH:7]=[CH:6][C:5]([C:8]2[O:9][C:10]([CH3:13])=[N:11][N:12]=2)=[CH:4][C:3]=1[C:14]1[CH:19]=[CH:18][C:17]([C:20](O)=[O:21])=[CH:16][CH:15]=1.[NH2:23][C:24]1[CH:25]=[C:26]([CH:38]=[CH:39][CH:40]=1)[CH2:27][NH:28][C:29]([NH:31][C:32]1[CH:37]=[CH:36][CH:35]=[CH:34][CH:33]=1)=[O:30], predict the reaction product. (3) Given the reactants [NH2:1][C:2]1[CH:3]=[C:4]2[C:9](=[CH:10][CH:11]=1)[N:8]=[CH:7][C:6]([C:12]#[N:13])=[C:5]2[NH:14][C:15]1[CH:23]=[CH:22][C:18]([C:19]([NH2:21])=[O:20])=[CH:17][CH:16]=1.[N:24]1[CH:29]=[CH:28][CH:27]=[C:26]([CH:30]=O)[CH:25]=1.[BH3-]C#N.[Na+], predict the reaction product. The product is: [C:12]([C:6]1[CH:7]=[N:8][C:9]2[C:4]([C:5]=1[NH:14][C:15]1[CH:23]=[CH:22][C:18]([C:19]([NH2:21])=[O:20])=[CH:17][CH:16]=1)=[CH:3][C:2]([NH:1][CH2:30][C:26]1[CH:25]=[N:24][CH:29]=[CH:28][CH:27]=1)=[CH:11][CH:10]=2)#[N:13]. (4) Given the reactants N(C(OCC1C2C(=CC=CC=2)C2C1=CC=CC=2)=O)[C@H](C(N[C@H](C(O)=O)CCCNC(N)=O)=O)C(C)C.[CH:37]1[C:42]([C:43]([OH:45])=[O:44])=[CH:41][CH:40]=[C:39]([NH2:46])[CH:38]=1.[CH3:47][CH2:48][C@@H:49]([C@H:51]([N:81]([C:83]([C@@H:85]([NH:89][C:90]([C@@H:92]([N:96]([C:98]([O:100][CH2:101][C:102]1[CH:103]=[CH:104][C:105]([NH:108][C:109]([C@@H:111]([NH:119][C:120]([C@@H:122]([NH:126][C:127]([CH2:129][CH2:130][CH2:131][CH2:132][CH2:133][N:134]2[C:139](=[O:140])[CH:138][CH2:137][C:135]2=[O:136])=[O:128])[CH:123]([CH3:125])[CH3:124])=[O:121])[CH2:112][CH2:113][CH2:114][NH:115][C:116]([NH2:118])=[O:117])=[O:110])=[CH:106][CH:107]=1)=[O:99])[CH3:97])[CH:93]([CH3:95])[CH3:94])=[O:91])[CH:86]([CH3:88])[CH3:87])=[O:84])[CH3:82])[C@H:52]([O:79][CH3:80])[CH2:53][C:54]([N:56]1[C@H:60]([C@H:61]([O:77][CH3:78])[C@H:62]([C:64]([NH:66][C@@H:67]([C@@H:69]([OH:76])[C:70]2[CH:71]=[CH:72][CH:73]=[CH:74][CH:75]=2)[CH3:68])=[O:65])[CH3:63])[CH2:59][CH2:58][CH2:57]1)=[O:55])[CH3:50].C1C=CC2N(O)N=NC=2C=1.C(N(CC)CC)C, predict the reaction product. The product is: [CH3:47][CH2:48][C@@H:49]([C@H:51]([N:81]([C:83]([C@@H:85]([NH:89][C:90]([C@@H:92]([N:96]([C:98]([O:100][CH2:101][C:102]1[CH:103]=[CH:104][C:105]([NH:108][C:109]([C@@H:111]([NH:119][C:120]([C@@H:122]([NH:126][C:127]([CH2:129][CH2:130][CH2:131][CH2:132][CH2:133][N:134]2[C:139](=[O:140])[CH:138][CH2:137][C:135]2=[O:136])=[O:128])[CH:123]([CH3:124])[CH3:125])=[O:121])[CH2:112][CH2:113][CH2:114][NH:115][C:116]([NH2:118])=[O:117])=[O:110])=[CH:106][CH:107]=1)=[O:99])[CH3:97])[CH:93]([CH3:95])[CH3:94])=[O:91])[CH:86]([CH3:88])[CH3:87])=[O:84])[CH3:82])[C@H:52]([O:79][CH3:80])[CH2:53][C:54]([N:56]1[C@H:60]([C@H:61]([O:77][CH3:78])[C@H:62]([C:64]([NH:66][C@@H:67]([C@@H:69]([OH:76])[C:70]2[CH:71]=[CH:72][CH:73]=[CH:74][CH:75]=2)[CH3:68])=[O:65])[CH3:63])[CH2:59][CH2:58][CH2:57]1)=[O:55])[CH3:50].[CH:37]1[C:42]([C:43]([OH:45])=[O:44])=[CH:41][CH:40]=[C:39]([NH2:46])[CH:38]=1.[NH2:126][C@H:122]([C:120]([NH:119][C@H:111]([C:109]([NH2:108])=[O:110])[CH2:112][CH2:113][CH2:114][NH:115][C:116]([NH2:118])=[O:117])=[O:121])[CH:123]([CH3:124])[CH3:125]. (5) Given the reactants OO.C([N:6]1[C:19]2[CH:18]=[CH:17][C:16]([OH:20])=[CH:15][C:14]=2[O:13][C:12]2[C:7]1=[CH:8][CH:9]=[C:10]([OH:21])[CH:11]=2)(=O)C, predict the reaction product. The product is: [CH:9]1[C:10]([OH:21])=[CH:11][C:12]2[O:13][C:14]3[C:19](=[N:6][C:7]=2[CH:8]=1)[CH:18]=[CH:17][C:16](=[O:20])[CH:15]=3. (6) Given the reactants [CH2:1]([O:3][C:4](=[O:20])[C:5]([O:8][C:9]1[CH:14]=[CH:13][C:12]([O:15][CH2:16][CH2:17][NH2:18])=[CH:11][C:10]=1[CH3:19])([CH3:7])[CH3:6])[CH3:2].[CH:21]1([C:24]2[C:29]([C:30](O)=[O:31])=[CH:28][N:27]=[C:26]([C:33]3[CH:38]=[CH:37][C:36]([C:39]([F:42])([F:41])[F:40])=[CH:35][CH:34]=3)[N:25]=2)[CH2:23][CH2:22]1, predict the reaction product. The product is: [CH2:1]([O:3][C:4](=[O:20])[C:5]([O:8][C:9]1[CH:14]=[CH:13][C:12]([O:15][CH2:16][CH2:17][NH:18][C:30]([C:29]2[C:24]([CH:21]3[CH2:23][CH2:22]3)=[N:25][C:26]([C:33]3[CH:34]=[CH:35][C:36]([C:39]([F:41])([F:42])[F:40])=[CH:37][CH:38]=3)=[N:27][CH:28]=2)=[O:31])=[CH:11][C:10]=1[CH3:19])([CH3:6])[CH3:7])[CH3:2]. (7) Given the reactants Br[CH2:2][CH2:3][CH2:4][Si:5]([CH2:11][CH2:12][CH3:13])([CH2:8][CH2:9][CH3:10])[O:6][CH3:7].C(=O)([O-])[O-].[K+].[K+].[NH:20]1[CH2:25][CH2:24][CH2:23][CH2:22][CH2:21]1, predict the reaction product. The product is: [N:20]1([CH2:2][CH2:3][CH2:4][Si:5]([CH2:11][CH2:12][CH3:13])([CH2:8][CH2:9][CH3:10])[O:6][CH3:7])[CH2:25][CH2:24][CH2:23][CH2:22][CH2:21]1.